This data is from Full USPTO retrosynthesis dataset with 1.9M reactions from patents (1976-2016). The task is: Predict the reactants needed to synthesize the given product. (1) Given the product [Cl:20][C:2]1[CH:3]=[C:4]([CH:7]=[C:8]([CH3:19])[C:9]=1[O:10][CH2:11][CH:12]([O:16][CH2:17][CH3:18])[O:13][CH2:14][CH3:15])[C:5](=[NH:6])[NH:21][OH:22], predict the reactants needed to synthesize it. The reactants are: Cl[C:2]1[CH:3]=[C:4]([CH:7]=[C:8]([CH3:19])[C:9]=1[O:10][CH2:11][CH:12]([O:16][CH2:17][CH3:18])[O:13][CH2:14][CH3:15])[C:5]#[N:6].[ClH:20].[NH2:21][OH:22].C([O-])(O)=O.[Na+]. (2) Given the product [Cl:24][C:21]1[CH:22]=[CH:23][C:18]([C:17]2[C:2]([C:26]#[C:25][C:27]3([OH:32])[CH2:31][CH2:30][CH2:29][CH2:28]3)=[N:3][CH:4]=[C:5]([CH:16]=2)[C:6]([NH:8][C@@H:9]2[CH2:14][CH2:13][CH2:12][CH2:11][C@H:10]2[OH:15])=[O:7])=[CH:19][CH:20]=1, predict the reactants needed to synthesize it. The reactants are: Cl[C:2]1[C:17]([C:18]2[CH:23]=[CH:22][C:21]([Cl:24])=[CH:20][CH:19]=2)=[CH:16][C:5]([C:6]([NH:8][C@@H:9]2[CH2:14][CH2:13][CH2:12][CH2:11][C@H:10]2[OH:15])=[O:7])=[CH:4][N:3]=1.[C:25]([C:27]1([OH:32])[CH2:31][CH2:30][CH2:29][CH2:28]1)#[CH:26].